This data is from Full USPTO retrosynthesis dataset with 1.9M reactions from patents (1976-2016). The task is: Predict the reactants needed to synthesize the given product. (1) The reactants are: [CH2:1]([C:3]1[NH:4][C:5]2[C:10]([CH:11]=1)=[CH:9][CH:8]=[CH:7][CH:6]=2)[CH3:2].P(Cl)(Cl)(Cl)=O.O.[OH-].[Na+].CN([CH:23]=[O:24])C. Given the product [CH2:1]([C:3]1[NH:4][C:5]2[C:10]([C:11]=1[CH:23]=[O:24])=[CH:9][CH:8]=[CH:7][CH:6]=2)[CH3:2], predict the reactants needed to synthesize it. (2) The reactants are: Cl.Cl.Cl.[O:4]1[C:8]2=[C:9]([N:13]3[CH2:18][CH2:17][N:16]([CH2:19][CH2:20][C@H:21]4[CH2:26][CH2:25][C@H:24]([NH2:27])[CH2:23][CH2:22]4)[CH2:15][CH2:14]3)[N:10]=[CH:11][CH:12]=[C:7]2[CH2:6][CH2:5]1.[OH:28][C@H:29]([CH2:34][CH3:35])[CH2:30][C:31](O)=[O:32]. Given the product [O:4]1[C:8]2=[C:9]([N:13]3[CH2:18][CH2:17][N:16]([CH2:19][CH2:20][C@H:21]4[CH2:26][CH2:25][C@H:24]([NH:27][C:31](=[O:32])[CH2:30][C@H:29]([OH:28])[CH2:34][CH3:35])[CH2:23][CH2:22]4)[CH2:15][CH2:14]3)[N:10]=[CH:11][CH:12]=[C:7]2[CH2:6][CH2:5]1, predict the reactants needed to synthesize it.